From a dataset of Catalyst prediction with 721,799 reactions and 888 catalyst types from USPTO. Predict which catalyst facilitates the given reaction. Reactant: [OH-].[Na+].C[O:4][C:5]([C:7]1[CH:17]=[C:16]([O:18][CH2:19][C:20]2[CH:25]=[CH:24][CH:23]=[CH:22][CH:21]=2)[C:10]2[CH2:11][C:12]([CH3:15])([CH3:14])[O:13][C:9]=2[CH:8]=1)=[O:6]. Product: [CH2:19]([O:18][C:16]1[C:10]2[CH2:11][C:12]([CH3:15])([CH3:14])[O:13][C:9]=2[CH:8]=[C:7]([C:5]([OH:6])=[O:4])[CH:17]=1)[C:20]1[CH:21]=[CH:22][CH:23]=[CH:24][CH:25]=1. The catalyst class is: 5.